Dataset: Full USPTO retrosynthesis dataset with 1.9M reactions from patents (1976-2016). Task: Predict the reactants needed to synthesize the given product. (1) Given the product [CH:17]1([N:7]2[CH2:8][C:9]([CH2:15][CH3:16])([CH3:14])[C:10](=[O:13])[N:11]([CH3:12])[C:5]3[CH:4]=[N:3][C:2]([NH:23][C:24]4[CH:32]=[CH:31][C:27]([C:28]([OH:30])=[O:29])=[CH:26][C:25]=4[O:33][CH3:34])=[N:22][C:6]2=3)[CH2:21][CH2:20][CH2:19][CH2:18]1, predict the reactants needed to synthesize it. The reactants are: Cl[C:2]1[N:3]=[CH:4][C:5]2[N:11]([CH3:12])[C:10](=[O:13])[C:9]([CH2:15][CH3:16])([CH3:14])[CH2:8][N:7]([CH:17]3[CH2:21][CH2:20][CH2:19][CH2:18]3)[C:6]=2[N:22]=1.[NH2:23][C:24]1[CH:32]=[CH:31][C:27]([C:28]([OH:30])=[O:29])=[CH:26][C:25]=1[O:33][CH3:34]. (2) Given the product [F:23][C:2]([F:24])([F:1])[C:3]1[CH:22]=[CH:21][CH:20]=[CH:19][C:4]=1[O:5][CH:6]1[CH2:10][CH2:9][N:8]([C:11]2[S:12][C:13]([C:16]([NH2:31])=[O:18])=[CH:14][N:15]=2)[CH2:7]1, predict the reactants needed to synthesize it. The reactants are: [F:1][C:2]([F:24])([F:23])[C:3]1[CH:22]=[CH:21][CH:20]=[CH:19][C:4]=1[O:5][CH:6]1[CH2:10][CH2:9][N:8]([C:11]2[S:12][C:13]([C:16]([OH:18])=O)=[CH:14][N:15]=2)[CH2:7]1.C1C=CC2N(O)N=[N:31]C=2C=1.CN(C(ON1N=NC2C=CC=NC1=2)=[N+](C)C)C.F[P-](F)(F)(F)(F)F.[NH4+].[Cl-].CCN(C(C)C)C(C)C. (3) Given the product [CH2:38]([N:61]([CH3:60])[C:2]1[C:10]2[NH:9][C:8]3[CH2:11][CH2:12][N:13]([CH3:15])[CH2:14][C:7]=3[C:6]=2[CH:5]=[CH:4][CH:3]=1)[C:28]1[CH:29]=[CH:30][CH:31]=[CH:32][CH:27]=1, predict the reactants needed to synthesize it. The reactants are: Cl[C:2]1[C:10]2[NH:9][C:8]3[CH2:11][CH2:12][N:13]([CH3:15])[CH2:14][C:7]=3[C:6]=2[CH:5]=[CH:4][CH:3]=1.CC(C)([O-])C.[Na+].C(P[C:27]1[CH:32]=[C:31](PC(C)(C)C)[CH:30]=[CH:29][C:28]=1[C:38]1C(C(C)C)=CC(C(C)C)=CC=1C(C)C)(C)(C)C.C([CH2:60][NH2:61])C1C=CC=CC=1.